From a dataset of CYP2D6 inhibition data for predicting drug metabolism from PubChem BioAssay. Regression/Classification. Given a drug SMILES string, predict its absorption, distribution, metabolism, or excretion properties. Task type varies by dataset: regression for continuous measurements (e.g., permeability, clearance, half-life) or binary classification for categorical outcomes (e.g., BBB penetration, CYP inhibition). Dataset: cyp2d6_veith. (1) The molecule is CCNc1ncc2nc(-c3cccc(C#N)c3)c(=O)n(CCC#N)c2n1. The result is 1 (inhibitor). (2) The molecule is CNc1ccc2oc(C[C@H]3O[C@]4(CC[C@H]3C)O[C@H]([C@H](C)C(=O)c3ccc[nH]3)[C@H](C)C[C@H]4C)nc2c1C(=O)O. The result is 0 (non-inhibitor). (3) The drug is CN(C)c1ncc2nc(-c3ccccc3)c(=O)n(CCC#N)c2n1. The result is 1 (inhibitor). (4) The molecule is O=C(NCc1n[nH]c(=S)n1-c1cccc(Cl)c1)c1ccc(S(=O)(=O)N2CCCC2)cc1. The result is 0 (non-inhibitor). (5) The drug is N=C1SCC(=O)N1c1nc(-c2ccccc2)cs1. The result is 0 (non-inhibitor).